This data is from Reaction yield outcomes from USPTO patents with 853,638 reactions. The task is: Predict the reaction yield, written as a fraction of the theoretical maximum amount of product (1.0 means a 100% yield; for example, 0.34 means a 34% yield). (1) The reactants are [CH3:1][O:2][C:3]([NH:5][C@H:6]([C:10]([N:12]1[CH2:16][C@@H:15]([CH2:17][O:18][CH3:19])[CH2:14][C@H:13]1[C:20]1[NH:24][C:23]2[C:25]3[C:30]([CH:31]=[CH:32][C:22]=2[N:21]=1)=[CH:29][C:28]1[C:33]2[C:38]([CH2:39][O:40][C:27]=1[CH:26]=3)=[CH:37][C:36]([C:41]1[NH:45][C:44]([C@@H:46]3[CH2:50][CH2:49][CH2:48][N:47]3C(OC(C)(C)C)=O)=[N:43][CH:42]=1)=[CH:35][CH:34]=2)=[O:11])[CH:7]([CH3:9])C)=[O:4].Cl.[CH3:59][O:60][C:61]([NH:63][C@H:64]([C:68]1[CH:73]=[CH:72][CH:71]=[CH:70][CH:69]=1)[C:65]([OH:67])=O)=[O:62].CCN(C(C)C)C(C)C.C[CH2:84][O:85]C(C(C#N)=NOC(N1CCOCC1)=[N+](C)C)=O.F[P-](F)(F)(F)(F)F. The catalyst is C(Cl)Cl.CO.CN(C=O)C.[Li+].[OH-]. The product is [CH3:1][O:2][C:3]([NH:5][C@@H:6]([CH:7]([O:85][CH3:84])[CH3:9])[C:10]([N:12]1[CH2:16][C@@H:15]([CH2:17][O:18][CH3:19])[CH2:14][C@H:13]1[C:20]1[NH:24][C:23]2[C:25]3[C:30]([CH:31]=[CH:32][C:22]=2[N:21]=1)=[CH:29][C:28]1[C:33]2[C:38]([CH2:39][O:40][C:27]=1[CH:26]=3)=[CH:37][C:36]([C:41]1[NH:45][C:44]([C@@H:46]3[CH2:50][CH2:49][CH2:48][N:47]3[C:65](=[O:67])[C@H:64]([NH:63][C:61](=[O:62])[O:60][CH3:59])[C:68]3[CH:73]=[CH:72][CH:71]=[CH:70][CH:69]=3)=[N:43][CH:42]=1)=[CH:35][CH:34]=2)=[O:11])=[O:4]. The yield is 0.610. (2) The reactants are Cl[C:2]1[C:11]2[C:6](=[CH:7][C:8]([O:14][CH2:15][CH2:16][CH2:17][N:18]3[CH2:23][CH2:22][O:21][CH2:20][CH2:19]3)=[C:9]([O:12][CH3:13])[CH:10]=2)[N:5]=[CH:4][N:3]=1.[Cl:24][C:25]1[CH:33]=[C:32]([C:34]#[C:35][CH2:36][O:37][CH2:38][CH3:39])[C:28]2[O:29][CH2:30][O:31][C:27]=2[C:26]=1[NH2:40].C[Si]([N-][Si](C)(C)C)(C)C.[Na+]. The catalyst is CN(C=O)C. The product is [Cl:24][C:25]1[CH:33]=[C:32]([C:34]#[C:35][CH2:36][O:37][CH2:38][CH3:39])[C:28]2[O:29][CH2:30][O:31][C:27]=2[C:26]=1[NH:40][C:2]1[C:11]2[C:6](=[CH:7][C:8]([O:14][CH2:15][CH2:16][CH2:17][N:18]3[CH2:23][CH2:22][O:21][CH2:20][CH2:19]3)=[C:9]([O:12][CH3:13])[CH:10]=2)[N:5]=[CH:4][N:3]=1. The yield is 0.790. (3) The reactants are [C:1]([O:5][C:6](=[O:44])[NH:7][CH2:8][CH2:9][CH2:10][CH2:11][C:12]([N:14]1[CH2:19][CH2:18][N:17]([C:20](=[O:43])[C:21]2[CH:26]=[CH:25][C:24]([NH:27][C:28]3[N:33]=[C:32]([CH:34]4[CH2:39][CH2:38][NH:37][CH2:36][CH2:35]4)[CH:31]=[CH:30][C:29]=3[C:40](=[O:42])[NH2:41])=[CH:23][CH:22]=2)[CH2:16][CH2:15]1)=[O:13])([CH3:4])([CH3:3])[CH3:2].CCN(C(C)C)C(C)C.[C:54](Cl)(=[O:57])[CH:55]=[CH2:56]. The catalyst is C(Cl)Cl. The product is [C:1]([O:5][C:6](=[O:44])[NH:7][CH2:8][CH2:9][CH2:10][CH2:11][C:12]([N:14]1[CH2:19][CH2:18][N:17]([C:20](=[O:43])[C:21]2[CH:22]=[CH:23][C:24]([NH:27][C:28]3[N:33]=[C:32]([CH:34]4[CH2:39][CH2:38][N:37]([C:54](=[O:57])[CH:55]=[CH2:56])[CH2:36][CH2:35]4)[CH:31]=[CH:30][C:29]=3[C:40](=[O:42])[NH2:41])=[CH:25][CH:26]=2)[CH2:16][CH2:15]1)=[O:13])([CH3:4])([CH3:2])[CH3:3]. The yield is 0.770. (4) The reactants are [C:1](=[O:20])([O:12][CH2:13][C:14]1[CH:19]=[CH:18][N:17]=[CH:16][CH:15]=1)OC1C=CC([N+]([O-])=O)=CC=1.[NH2:21][C@@H:22]([CH2:27][OH:28])[CH2:23][CH:24]([CH3:26])[CH3:25]. The catalyst is CN(C=O)C.CN(C1C=CN=CC=1)C. The product is [OH:28][CH2:27][C@H:22]([NH:21][C:1](=[O:20])[O:12][CH2:13][C:14]1[CH:15]=[CH:16][N:17]=[CH:18][CH:19]=1)[CH2:23][CH:24]([CH3:26])[CH3:25]. The yield is 0.200.